This data is from Reaction yield outcomes from USPTO patents with 853,638 reactions. The task is: Predict the reaction yield, written as a fraction of the theoretical maximum amount of product (1.0 means a 100% yield; for example, 0.34 means a 34% yield). (1) The reactants are [F:1][C:2]1[CH:30]=[CH:29][C:28]([F:31])=[CH:27][C:3]=1[O:4][C:5]1[CH:10]=[CH:9][C:8]([C:11]2[C:19]3[C:14](=[N:15][CH:16]=[N:17][C:18]=3[NH2:20])[N:13]([C@@H:21]3[CH2:26][CH2:25][CH2:24][NH:23][CH2:22]3)[N:12]=2)=[CH:7][CH:6]=1.CN(C(ON1N=NC2C=CC=NC1=2)=[N+](C)C)C.F[P-](F)(F)(F)(F)F.C(N(CC)CC)C.[C:63]([CH2:65][C:66](O)=[O:67])#[N:64]. The catalyst is ClCCl. The product is [NH2:20][C:18]1[N:17]=[CH:16][N:15]=[C:14]2[N:13]([C@@H:21]3[CH2:26][CH2:25][CH2:24][N:23]([C:66](=[O:67])[CH2:65][C:63]#[N:64])[CH2:22]3)[N:12]=[C:11]([C:8]3[CH:7]=[CH:6][C:5]([O:4][C:3]4[CH:27]=[C:28]([F:31])[CH:29]=[CH:30][C:2]=4[F:1])=[CH:10][CH:9]=3)[C:19]=12. The yield is 0.580. (2) The reactants are [ClH:1].[NH:2]1[C:6]2=[N:7][CH:8]=[CH:9][C:10]([O:11][C:12]3[CH:17]=[CH:16][C:15]([NH:18]C4C(C(NC5C=CC(F)=CC=5F)=O)=CN=CC=4)=[CH:14][C:13]=3[F:36])=[C:5]2[CH:4]=[CH:3]1.[CH2:37]([NH:44][C:45](=[O:53])[C:46]1[CH:51]=[CH:50][CH:49]=[N:48][C:47]=1[Cl:52])[C:38]1[CH:43]=[CH:42][CH:41]=[CH:40][CH:39]=1. No catalyst specified. The product is [ClH:52].[ClH:1].[NH:2]1[C:6]2=[N:7][CH:8]=[CH:9][C:10]([O:11][C:12]3[CH:17]=[CH:16][C:15]([NH:18][C:47]4[N:48]=[CH:49][CH:50]=[CH:51][C:46]=4[C:45]([NH:44][CH2:37][C:38]4[CH:43]=[CH:42][CH:41]=[CH:40][CH:39]=4)=[O:53])=[CH:14][C:13]=3[F:36])=[C:5]2[CH:4]=[CH:3]1. The yield is 0.170. (3) The reactants are [NH2:1][C:2]1[CH:7]=[CH:6][CH:5]=[CH:4][CH:3]=1.[N+:8]([C:11]1[CH:19]=[CH:18][CH:17]=[CH:16][C:12]=1[C:13](Cl)=[O:14])([O-:10])=[O:9]. No catalyst specified. The product is [N+:8]([C:11]1[CH:19]=[CH:18][CH:17]=[CH:16][C:12]=1[C:13]([NH:1][C:2]1[CH:7]=[CH:6][CH:5]=[CH:4][CH:3]=1)=[O:14])([O-:10])=[O:9]. The yield is 0.800. (4) The reactants are [CH3:1][N:2]1[CH:7]=[CH:6][C:5]([C:8](O)=[O:9])=[CH:4][C:3]1=[O:11].ClC(OCC)=O. The catalyst is C(Cl)Cl. The product is [OH:9][CH2:8][C:5]1[CH:6]=[CH:7][N:2]([CH3:1])[C:3](=[O:11])[CH:4]=1. The yield is 0.280. (5) The reactants are Cl[C:2]([O:4][CH2:5][CH3:6])=[O:3].[CH:7]12[CH2:16][CH:11]3[CH2:12][CH:13]([CH2:15][CH:9]([CH2:10]3)[CH:8]1[C:17]1[CH:22]=[C:21]([CH3:23])[CH:20]=[CH:19][C:18]=1[OH:24])[CH2:14]2.CCN(CC)CC. The catalyst is CN(C1C=CN=CC=1)C.ClCCl. The product is [C:2](=[O:3])([O:4][CH2:5][CH3:6])[O:24][C:18]1[CH:19]=[CH:20][C:21]([CH3:23])=[CH:22][C:17]=1[CH:8]1[CH:9]2[CH2:10][CH:11]3[CH2:12][CH:13]([CH2:14][CH:7]1[CH2:16]3)[CH2:15]2. The yield is 0.940. (6) The reactants are [CH:1]([C:4]1[CH:13]=[C:12]([O:14][CH3:15])[C:11]([C:16]2[N:17]=[CH:18][S:19][CH:20]=2)=[CH:10][C:5]=1[O:6][CH2:7][C:8]#[N:9])([CH3:3])[CH3:2].CC(O[CH:26]([N:30]([CH3:32])C)[N:27](C)C)(C)C.Cl.[NH2:34]C1C=CC=CC=1.C(=O)(O)O.NC(N)=N. The catalyst is O.CN1C(=O)CCC1. The product is [CH:1]([C:4]1[CH:13]=[C:12]([O:14][CH3:15])[C:11]([C:16]2[N:17]=[CH:18][S:19][CH:20]=2)=[CH:10][C:5]=1[O:6][C:7]1[C:26]([NH2:27])=[N:30][C:32]([NH2:34])=[N:9][CH:8]=1)([CH3:3])[CH3:2]. The yield is 0.680. (7) The reactants are O[C:2]([C:24]1[CH:41]=[CH:40][C:27]2[N:28](COCC[Si](C)(C)C)[C:29](=[O:31])[S:30][C:26]=2[CH:25]=1)([C:4]1[S:5][CH:6]=[C:7]([C:9]2[CH:14]=[CH:13][C:12]([CH2:15][CH2:16][O:17]C3CCCCO3)=[CH:11][N:10]=2)[N:8]=1)[CH3:3].FC(F)(F)C(O)=O. The catalyst is ClCCl. The product is [OH:17][CH2:16][CH2:15][C:12]1[CH:13]=[CH:14][C:9]([C:7]2[N:8]=[C:4]([C:2]([C:24]3[CH:41]=[CH:40][C:27]4[NH:28][C:29](=[O:31])[S:30][C:26]=4[CH:25]=3)=[CH2:3])[S:5][CH:6]=2)=[N:10][CH:11]=1. The yield is 0.560. (8) The reactants are C1C=CC(N([S:8]([C:11]([F:14])([F:13])[F:12])(=[O:10])=[O:9])[S:8]([C:11]([F:14])([F:13])[F:12])(=[O:10])=[O:9])=CC=1.C(N(CC)CC)C.[CH2:29]([C:31]([C:42]1[CH:47]=[CH:46][C:45]([C:48]#[C:49][C:50]2([OH:56])[CH2:55][CH2:54][O:53][CH2:52][CH2:51]2)=[C:44]([CH3:57])[CH:43]=1)([C:34]1[CH:39]=[CH:38][C:37]([OH:40])=[C:36]([CH3:41])[CH:35]=1)[CH2:32][CH3:33])[CH3:30]. The catalyst is ClCCl. The product is [CH2:29]([C:31]([C:34]1[CH:39]=[CH:38][C:37]([O:40][S:8]([C:11]([F:14])([F:13])[F:12])(=[O:10])=[O:9])=[C:36]([CH3:41])[CH:35]=1)([C:42]1[CH:47]=[CH:46][C:45]([C:48]#[C:49][C:50]2([OH:56])[CH2:51][CH2:52][O:53][CH2:54][CH2:55]2)=[C:44]([CH3:57])[CH:43]=1)[CH2:32][CH3:33])[CH3:30]. The yield is 0.960. (9) The reactants are [Br:1][C:2]1[CH:7]=[C:6]([F:8])[CH:5]=[CH:4][C:3]=1[CH:9]1[C:14]([C:15]([O:17][CH2:18][CH3:19])=[O:16])=[C:13]([CH2:20]Br)[NH:12][C:11]([C:22]2[N:26]=[CH:25][N:24]([CH3:27])[N:23]=2)=[N:10]1.Cl.[NH:29]1[CH2:34][CH2:33][O:32][CH:31]([C:35]([OH:37])=[O:36])[CH2:30]1. The product is [Br:1][C:2]1[CH:7]=[C:6]([F:8])[CH:5]=[CH:4][C:3]=1[CH:9]1[N:10]=[C:11]([C:22]2[N:26]=[CH:25][N:24]([CH3:27])[N:23]=2)[NH:12][C:13]([CH2:20][N:29]2[CH2:34][CH2:33][O:32][CH:31]([C:35]([OH:37])=[O:36])[CH2:30]2)=[C:14]1[C:15]([O:17][CH2:18][CH3:19])=[O:16]. The yield is 0.380. No catalyst specified.